From a dataset of NCI-60 drug combinations with 297,098 pairs across 59 cell lines. Regression. Given two drug SMILES strings and cell line genomic features, predict the synergy score measuring deviation from expected non-interaction effect. (1) Drug 1: CCN(CC)CCNC(=O)C1=C(NC(=C1C)C=C2C3=C(C=CC(=C3)F)NC2=O)C. Drug 2: C1CC(CNC1)C2=CC=C(C=C2)N3C=C4C=CC=C(C4=N3)C(=O)N. Cell line: T-47D. Synergy scores: CSS=33.3, Synergy_ZIP=19.2, Synergy_Bliss=20.4, Synergy_Loewe=16.1, Synergy_HSA=18.5. (2) Cell line: SK-MEL-2. Synergy scores: CSS=8.23, Synergy_ZIP=1.37, Synergy_Bliss=3.35, Synergy_Loewe=2.27, Synergy_HSA=2.23. Drug 2: CC12CCC3C(C1CCC2OP(=O)(O)O)CCC4=C3C=CC(=C4)OC(=O)N(CCCl)CCCl.[Na+]. Drug 1: CNC(=O)C1=CC=CC=C1SC2=CC3=C(C=C2)C(=NN3)C=CC4=CC=CC=N4. (3) Drug 1: C1CC(=O)NC(=O)C1N2CC3=C(C2=O)C=CC=C3N. Drug 2: CC(C)(C#N)C1=CC(=CC(=C1)CN2C=NC=N2)C(C)(C)C#N. Cell line: MOLT-4. Synergy scores: CSS=-7.30, Synergy_ZIP=3.25, Synergy_Bliss=-1.19, Synergy_Loewe=-5.19, Synergy_HSA=-5.19. (4) Drug 1: CNC(=O)C1=NC=CC(=C1)OC2=CC=C(C=C2)NC(=O)NC3=CC(=C(C=C3)Cl)C(F)(F)F. Synergy scores: CSS=0.777, Synergy_ZIP=2.01, Synergy_Bliss=4.43, Synergy_Loewe=-0.142, Synergy_HSA=0.770. Drug 2: C1=NNC2=C1C(=O)NC=N2. Cell line: OVCAR-4. (5) Drug 1: CS(=O)(=O)CCNCC1=CC=C(O1)C2=CC3=C(C=C2)N=CN=C3NC4=CC(=C(C=C4)OCC5=CC(=CC=C5)F)Cl. Drug 2: C1CNP(=O)(OC1)N(CCCl)CCCl. Cell line: A549. Synergy scores: CSS=3.07, Synergy_ZIP=0.206, Synergy_Bliss=2.41, Synergy_Loewe=-3.04, Synergy_HSA=0.384.